From a dataset of Forward reaction prediction with 1.9M reactions from USPTO patents (1976-2016). Predict the product of the given reaction. (1) Given the reactants [Cl:1][C:2]1[CH:3]=[C:4]2[C:8](=[CH:9][CH:10]=1)[NH:7][CH:6]=[C:5]2[CH2:11][CH2:12][NH:13][C:14](=[O:22])[C:15]1[CH:20]=[CH:19][CH:18]=[C:17](I)[CH:16]=1.[Cl:23][C:24]1[CH:29]=[CH:28][CH:27]=[CH:26][C:25]=1B(O)O.C(=O)([O-])[O-].[Na+].[Na+], predict the reaction product. The product is: [Cl:23][C:24]1[CH:29]=[CH:28][CH:27]=[CH:26][C:25]=1[C:17]1[CH:18]=[CH:19][CH:20]=[C:15]([C:14]([NH:13][CH2:12][CH2:11][C:5]2[C:4]3[C:8](=[CH:9][CH:10]=[C:2]([Cl:1])[CH:3]=3)[NH:7][CH:6]=2)=[O:22])[CH:16]=1. (2) Given the reactants [F:1][C:2]([F:38])([F:37])[C:3]1[CH:8]=[CH:7][C:6]([NH:9][C:10]2[C:19]3[C:14](=[N:15][C:16]([C:20]4[C:25]([C:26]([F:29])([F:28])[F:27])=[CH:24][CH:23]=[CH:22][N:21]=4)=[CH:17][CH:18]=3)[N:13]=[C:12]([CH2:30][O:31][CH3:32])[C:11]=2[C:33]([O:35]C)=[O:34])=[CH:5][CH:4]=1.C1COCC1.O, predict the reaction product. The product is: [F:38][C:2]([F:1])([F:37])[C:3]1[CH:8]=[CH:7][C:6]([NH:9][C:10]2[C:19]3[C:14](=[N:15][C:16]([C:20]4[C:25]([C:26]([F:28])([F:29])[F:27])=[CH:24][CH:23]=[CH:22][N:21]=4)=[CH:17][CH:18]=3)[N:13]=[C:12]([CH2:30][O:31][CH3:32])[C:11]=2[C:33]([OH:35])=[O:34])=[CH:5][CH:4]=1. (3) Given the reactants [CH3:1][O:2][C:3]1[CH:9]=[C:8]([O:10]C)[CH:7]=[CH:6][C:4]=1[NH2:5].C[O:13][C:14]1[CH:22]=[C:21]([O:23]C)[CH:20]=[CH:19][C:15]=1C(O)=O, predict the reaction product. The product is: [OH:10][C:8]1[CH:7]=[CH:6][C:4]2[N:5]=[C:1]([C:20]3[CH:19]=[CH:15][C:14]([OH:13])=[CH:22][C:21]=3[OH:23])[O:2][C:3]=2[CH:9]=1.